Dataset: Reaction yield outcomes from USPTO patents with 853,638 reactions. Task: Predict the reaction yield, written as a fraction of the theoretical maximum amount of product (1.0 means a 100% yield; for example, 0.34 means a 34% yield). (1) The reactants are [N:1]([CH2:4][C:5]([OH:7])=O)=[N+:2]=[N-:3].[C:8]([O:12][C@H:13]1[CH2:17][NH:16][C@H:15]([C:18]([NH:20][CH2:21][C:22]2[CH:27]=[CH:26][C:25]([Cl:28])=[CH:24][CH:23]=2)=[O:19])[CH2:14]1)([CH3:11])([CH3:10])[CH3:9].CCN(C(C)C)C(C)C.C1C=CC2N(O)N=NC=2C=1.C(Cl)CCl. The catalyst is C(Cl)Cl.CN(C=O)C. The product is [N:1]([CH2:4][C:5]([N:16]1[CH2:17][C@H:13]([O:12][C:8]([CH3:11])([CH3:9])[CH3:10])[CH2:14][C@H:15]1[C:18]([NH:20][CH2:21][C:22]1[CH:23]=[CH:24][C:25]([Cl:28])=[CH:26][CH:27]=1)=[O:19])=[O:7])=[N+:2]=[N-:3]. The yield is 0.930. (2) The reactants are [OH:1][C:2]1[CH:3]=[C:4]([S:8][C:9]([CH3:15])([CH3:14])[C:10]([O:12][CH3:13])=[O:11])[CH:5]=[CH:6][CH:7]=1.[N+:16]([C:19]1[CH:24]=[CH:23][CH:22]=[CH:21][C:20]=1C1OC(CO)=CC=1)([O-:18])=[O:17].[CH3:44][CH:43]([O:42][C:40](/N=N/[C:40]([O:42][CH:43]([CH3:45])[CH3:44])=O)=O)[CH3:45].[C:46]1(P(C2C=CC=CC=2)C2C=CC=CC=2)C=CC=CC=1. The catalyst is C1COCC1. The yield is 0.160. The product is [N+:16]([C:19]1[CH:24]=[CH:23][C:22]([C:40]2[O:42][C:43]([CH2:44][O:1][C:2]3[CH:3]=[C:4]([S:8][C:9]([CH3:15])([CH3:14])[C:10]([O:12][CH3:13])=[O:11])[CH:5]=[CH:6][CH:7]=3)=[CH:45][CH:46]=2)=[CH:21][CH:20]=1)([O-:18])=[O:17]. (3) The reactants are Cl[C:2]1[N:3]([C:13]2[CH:18]=[CH:17][CH:16]=[CH:15][CH:14]=2)[C:4]2[C:9]([C:10]=1[CH:11]=[O:12])=[CH:8][CH:7]=[CH:6][CH:5]=2.[NH:19]1[CH2:24][CH2:23][NH:22][CH2:21][CH2:20]1.O1CCOCC1. The catalyst is O. The product is [N:19]1([C:2]2[N:3]([C:13]3[CH:18]=[CH:17][CH:16]=[CH:15][CH:14]=3)[C:4]3[C:9]([C:10]=2[CH:11]=[O:12])=[CH:8][CH:7]=[CH:6][CH:5]=3)[CH2:24][CH2:23][NH:22][CH2:21][CH2:20]1. The yield is 0.360. (4) The reactants are CC1(C)COB([C:8]2[CH:13]=[CH:12][C:11]([C:14]([CH3:18])([CH3:17])[CH2:15][OH:16])=[CH:10][CH:9]=2)OC1.Br[C:21]1[C:22]([F:33])=[C:23]2[C:27](=[CH:28][C:29]=1[F:30])[NH:26][CH:25]=[C:24]2[CH:31]=[O:32].C(=O)([O-])[O-].[K+].[K+]. The catalyst is C1(C)C=CC=CC=1.CCO.O.C1C=CC(P(C2C=CC=CC=2)[C-]2C=CC=C2)=CC=1.C1C=CC(P(C2C=CC=CC=2)[C-]2C=CC=C2)=CC=1.Cl[Pd]Cl.[Fe+2]. The product is [F:33][C:22]1[C:21]([C:8]2[CH:9]=[CH:10][C:11]([C:14]([CH3:17])([CH3:18])[CH2:15][OH:16])=[CH:12][CH:13]=2)=[C:29]([F:30])[CH:28]=[C:27]2[C:23]=1[C:24]([CH:31]=[O:32])=[CH:25][NH:26]2. The yield is 0.320.